This data is from Peptide-MHC class II binding affinity with 134,281 pairs from IEDB. The task is: Regression. Given a peptide amino acid sequence and an MHC pseudo amino acid sequence, predict their binding affinity value. This is MHC class II binding data. (1) The peptide sequence is WKRMEVGQQAVEVWQ. The MHC is DRB1_0901 with pseudo-sequence DRB1_0901. The binding affinity (normalized) is 0.113. (2) The peptide sequence is VVIALLVLAVGPAYS. The MHC is H-2-IAb with pseudo-sequence H-2-IAb. The binding affinity (normalized) is 0. (3) The peptide sequence is TFHVEKGSNPNYLAL. The MHC is DRB1_1302 with pseudo-sequence DRB1_1302. The binding affinity (normalized) is 0.518.